Dataset: Forward reaction prediction with 1.9M reactions from USPTO patents (1976-2016). Task: Predict the product of the given reaction. (1) Given the reactants Cl[C:2]1[N:3]=[C:4]([N:15]2[CH2:20][CH2:19][O:18][CH2:17][CH2:16]2)[C:5]2[S:10][C:9]([C:11]([NH2:14])([CH3:13])[CH3:12])=[CH:8][C:6]=2[N:7]=1.CC1(C)C(C)(C)OB([C:29]2[CH:30]=[N:31][CH:32]=[CH:33][CH:34]=2)O1, predict the reaction product. The product is: [O:18]1[CH2:19][CH2:20][N:15]([C:4]2[C:5]3[S:10][C:9]([C:11]([NH2:14])([CH3:13])[CH3:12])=[CH:8][C:6]=3[N:7]=[C:2]([C:29]3[CH:30]=[N:31][CH:32]=[CH:33][CH:34]=3)[N:3]=2)[CH2:16][CH2:17]1. (2) Given the reactants Cl[CH2:2][C:3]1[N:8]=[C:7]([CH2:9][C:10]([CH3:13])([CH3:12])[CH3:11])[C:6]([C:14]2[CH:19]=[C:18]([O:20][CH3:21])[CH:17]=[CH:16][C:15]=2[F:22])=[CH:5][CH:4]=1.[F:23][C:24]1[C:29]([OH:30])=[CH:28][CH:27]=[CH:26][C:25]=1[CH2:31][CH2:32][C:33]([O:35][CH2:36][CH3:37])=[O:34].C(=O)([O-])[O-].[Cs+].[Cs+].C(OCC)(=O)C, predict the reaction product. The product is: [CH3:11][C:10]([CH3:13])([CH3:12])[CH2:9][C:7]1[N:8]=[C:3]([CH2:2][O:30][C:29]2[C:24]([F:23])=[C:25]([CH2:31][CH2:32][C:33]([O:35][CH2:36][CH3:37])=[O:34])[CH:26]=[CH:27][CH:28]=2)[CH:4]=[CH:5][C:6]=1[C:14]1[CH:19]=[C:18]([O:20][CH3:21])[CH:17]=[CH:16][C:15]=1[F:22]. (3) Given the reactants [Cl:1][C:2]1[CH:3]=[C:4]([CH:39]=[CH:40][C:41]=1[Cl:42])[CH2:5][O:6][C:7]1[CH:12]=[CH:11][C:10]([C@H:13]2[CH2:38][O:37][C:16]3=[CH:17][C:18]4[CH2:19][C@@H:20]([C:34](O)=[O:35])[N:21]([C@H:25]([C:28]5[CH:33]=[CH:32][CH:31]=[CH:30][CH:29]=5)[CH2:26][CH3:27])[CH2:22][C:23]=4[CH:24]=[C:15]3[O:14]2)=[CH:9][CH:8]=1.Cl.Cl.C[O:46][C:47](=[O:65])[C@@H:48]([NH2:64])[CH2:49][C:50]1[CH:55]=[CH:54][C:53]([C:56]2[CH:61]=[CH:60][N:59]=[C:58]([CH2:62][F:63])[CH:57]=2)=[CH:52][CH:51]=1, predict the reaction product. The product is: [Cl:1][C:2]1[CH:3]=[C:4]([CH:39]=[CH:40][C:41]=1[Cl:42])[CH2:5][O:6][C:7]1[CH:8]=[CH:9][C:10]([C@H:13]2[CH2:38][O:37][C:16]3=[CH:17][C:18]4[CH2:19][C@@H:20]([C:34]([NH:64][C@@H:48]([CH2:49][C:50]5[CH:55]=[CH:54][C:53]([C:56]6[CH:61]=[CH:60][N:59]=[C:58]([CH2:62][F:63])[CH:57]=6)=[CH:52][CH:51]=5)[C:47]([OH:46])=[O:65])=[O:35])[N:21]([C@H:25]([C:28]5[CH:33]=[CH:32][CH:31]=[CH:30][CH:29]=5)[CH2:26][CH3:27])[CH2:22][C:23]=4[CH:24]=[C:15]3[O:14]2)=[CH:11][CH:12]=1. (4) Given the reactants [CH3:1][N:2]1[C:6]([N+:7]([O-:9])=[O:8])=[C:5]([CH:10]=[O:11])[CH:4]=[N:3]1.[OH-:12].[K+], predict the reaction product. The product is: [CH3:1][N:2]1[C:6]([N+:7]([O-:9])=[O:8])=[C:5]([C:10]([OH:12])=[O:11])[CH:4]=[N:3]1. (5) Given the reactants [OH:1][C@H:2]1[CH2:7][CH2:6][N:5]([C:8]([O:10][C:11]([CH3:14])([CH3:13])[CH3:12])=[O:9])[CH2:4][C@H:3]1[C:15]1[CH:20]=[CH:19][CH:18]=[CH:17][CH:16]=1.[F:21][C:22]([F:37])([F:36])[C:23]1[CH:24]=[C:25]([CH:29]=[C:30]([C:32]([F:35])([F:34])[F:33])[CH:31]=1)[C:26](Cl)=[O:27].O, predict the reaction product. The product is: [F:21][C:22]([F:36])([F:37])[C:23]1[CH:24]=[C:25]([CH:29]=[C:30]([C:32]([F:35])([F:33])[F:34])[CH:31]=1)[C:26]([O:1][C@H:2]1[CH2:7][CH2:6][N:5]([C:8]([O:10][C:11]([CH3:14])([CH3:13])[CH3:12])=[O:9])[CH2:4][C@H:3]1[C:15]1[CH:16]=[CH:17][CH:18]=[CH:19][CH:20]=1)=[O:27]. (6) Given the reactants [O:1]1[C:5]2[CH:6]=[CH:7][C:8]([OH:10])=[CH:9][C:4]=2[O:3][CH2:2]1.C([Mg]Cl)(C)C.[CH2:16]1[N:27]2[C:28]3[C:20](=[CH:21][C:22](=[O:30])[C:23](=[O:29])[C:24]=3[CH:25]=[CH:26]2)[O:19][CH2:18][CH2:17]1, predict the reaction product. The product is: [OH:29][C:23]1([C:7]2[C:8]([OH:10])=[CH:9][C:4]3[O:3][CH2:2][O:1][C:5]=3[CH:6]=2)[C:22](=[O:30])[CH:21]=[C:20]2[O:19][CH2:18][CH2:17][CH2:16][N:27]3[C:28]2=[C:24]1[CH:25]=[CH:26]3.